This data is from NCI-60 drug combinations with 297,098 pairs across 59 cell lines. The task is: Regression. Given two drug SMILES strings and cell line genomic features, predict the synergy score measuring deviation from expected non-interaction effect. (1) Drug 1: CS(=O)(=O)C1=CC(=C(C=C1)C(=O)NC2=CC(=C(C=C2)Cl)C3=CC=CC=N3)Cl. Drug 2: CC1C(C(CC(O1)OC2CC(CC3=C2C(=C4C(=C3O)C(=O)C5=C(C4=O)C(=CC=C5)OC)O)(C(=O)CO)O)N)O.Cl. Cell line: RXF 393. Synergy scores: CSS=44.5, Synergy_ZIP=-4.26, Synergy_Bliss=-4.24, Synergy_Loewe=-6.56, Synergy_HSA=-1.81. (2) Drug 1: CN(C)N=NC1=C(NC=N1)C(=O)N. Drug 2: C1C(C(OC1N2C=NC(=NC2=O)N)CO)O. Cell line: TK-10. Synergy scores: CSS=1.13, Synergy_ZIP=-1.64, Synergy_Bliss=-0.743, Synergy_Loewe=-4.48, Synergy_HSA=-2.05.